From a dataset of Forward reaction prediction with 1.9M reactions from USPTO patents (1976-2016). Predict the product of the given reaction. Given the reactants [Cl:1][C:2]1[CH:3]=[C:4]([C:8]2N=[C:12]([CH2:14][C:15]3[CH:16]=[N:17][C:18]([C:21]#N)=[N:19][CH:20]=3)[CH:11]=[N:10][C:9]=2[O:23][CH3:24])[CH:5]=[CH:6][CH:7]=1.[OH-:25].[Na+].OO.[OH2:29].[CH3:30]O, predict the reaction product. The product is: [Cl:1][C:2]1[CH:3]=[C:4]([C:8]2[CH:30]=[C:12]([CH2:14][C:15]3[CH:20]=[N:19][C:18]([C:21]([OH:29])=[O:25])=[N:17][CH:16]=3)[CH:11]=[N:10][C:9]=2[O:23][CH3:24])[CH:5]=[CH:6][CH:7]=1.